From a dataset of Catalyst prediction with 721,799 reactions and 888 catalyst types from USPTO. Predict which catalyst facilitates the given reaction. (1) The catalyst class is: 2. Product: [CH:39]([O:42][C:43]([N:5]1[CH2:6][CH2:7][N:2]([C:8]2[CH:9]=[CH:10][C:11]([NH:14][C:15]([C:17]3[N:18]=[C:19]([C:26]4[CH:31]=[CH:30][CH:29]=[CH:28][CH:27]=4)[O:20][C:21]=3[C:22]([F:24])([F:25])[F:23])=[O:16])=[CH:12][N:13]=2)[CH2:3][CH2:4]1)=[O:44])([CH3:41])[CH3:40]. Reactant: Cl.[N:2]1([C:8]2[N:13]=[CH:12][C:11]([NH:14][C:15]([C:17]3[N:18]=[C:19]([C:26]4[CH:31]=[CH:30][CH:29]=[CH:28][CH:27]=4)[O:20][C:21]=3[C:22]([F:25])([F:24])[F:23])=[O:16])=[CH:10][CH:9]=2)[CH2:7][CH2:6][NH:5][CH2:4][CH2:3]1.C(N(CC)CC)C.[CH:39]([O:42][C:43](Cl)=[O:44])([CH3:41])[CH3:40]. (2) Reactant: FC(F)(F)C(O)=O.[CH:8]1([C@H:14]([NH:22][C:23]([C:25]2[CH:30]=[CH:29][C:28]([C:31]3[CH:36]=[CH:35][C:34]([F:37])=[C:33]([F:38])[CH:32]=3)=[CH:27][C:26]=2[NH:39][C:40]([NH:42][C:43]2[C:48]([Cl:49])=[CH:47][C:46]([O:50][C:51]([F:54])([F:53])[F:52])=[CH:45][C:44]=2[Cl:55])=[O:41])=[O:24])[C:15]([O:17]C(C)(C)C)=[O:16])[CH2:13][CH2:12][CH2:11][CH2:10][CH2:9]1. Product: [CH:8]1([C@H:14]([NH:22][C:23]([C:25]2[CH:30]=[CH:29][C:28]([C:31]3[CH:36]=[CH:35][C:34]([F:37])=[C:33]([F:38])[CH:32]=3)=[CH:27][C:26]=2[NH:39][C:40]([NH:42][C:43]2[C:44]([Cl:55])=[CH:45][C:46]([O:50][C:51]([F:52])([F:54])[F:53])=[CH:47][C:48]=2[Cl:49])=[O:41])=[O:24])[C:15]([OH:17])=[O:16])[CH2:13][CH2:12][CH2:11][CH2:10][CH2:9]1. The catalyst class is: 4.